Dataset: Full USPTO retrosynthesis dataset with 1.9M reactions from patents (1976-2016). Task: Predict the reactants needed to synthesize the given product. (1) Given the product [O:20]=[S:17]1(=[O:21])[CH2:18][CH2:19][CH:15]([CH2:14][C:5]2[C:4]3[C:8](=[C:9]([C:11]([NH2:13])=[O:12])[CH:10]=[C:2]([C:24]4[CH:25]=[CH:26][S:22][CH:23]=4)[CH:3]=3)[NH:7][CH:6]=2)[CH2:16]1, predict the reactants needed to synthesize it. The reactants are: Br[C:2]1[CH:3]=[C:4]2[C:8](=[C:9]([C:11]([NH2:13])=[O:12])[CH:10]=1)[NH:7][CH:6]=[C:5]2[CH2:14][CH:15]1[CH2:19][CH2:18][S:17](=[O:21])(=[O:20])[CH2:16]1.[S:22]1[CH:26]=[CH:25][CH:24]=[C:23]1B(O)O.C(=O)([O-])[O-].[K+].[K+]. (2) Given the product [F:46][C:47]1[CH:48]=[C:49]([CH:87]=[CH:88][CH:89]=1)[CH2:50][N:51]1[CH:55]=[C:54]([C:56]2[C:64]3[C:59](=[N:60][CH:61]=[C:62]([C:65]4[CH:66]=[N:67][C:68]([N:71]5[CH2:76][CH2:75][N:74]([CH3:3])[CH2:73][CH2:72]5)=[CH:69][CH:70]=4)[CH:63]=3)[N:58]([S:77]([C:80]3[CH:86]=[CH:85][C:83]([CH3:84])=[CH:82][CH:81]=3)(=[O:79])=[O:78])[CH:57]=2)[CH:53]=[N:52]1, predict the reactants needed to synthesize it. The reactants are: Cl.F[C:3]1C=C(C=CC=1)CN1C=C(C2C3C(=NC=C(C4C=CC(C5CCNCC5)=CC=4)C=3)N(S(C3C=CC(C)=CC=3)(=O)=O)C=2)C=N1.[F:46][C:47]1[CH:48]=[C:49]([CH:87]=[CH:88][CH:89]=1)[CH2:50][N:51]1[CH:55]=[C:54]([C:56]2[C:64]3[C:59](=[N:60][CH:61]=[C:62]([C:65]4[CH:66]=[N:67][C:68]([N:71]5[CH2:76][CH2:75][NH:74][CH2:73][CH2:72]5)=[CH:69][CH:70]=4)[CH:63]=3)[N:58]([S:77]([C:80]3[CH:86]=[CH:85][C:83]([CH3:84])=[CH:82][CH:81]=3)(=[O:79])=[O:78])[CH:57]=2)[CH:53]=[N:52]1.C=O.[BH-](OC(C)=O)(OC(C)=O)OC(C)=O.[Na+]. (3) Given the product [F:25][C:26]1[CH:27]=[C:28]([C:29]([C:2]2[CH:3]=[C:4]3[C:9](=[CH:10][CH:11]=2)[N:8]=[C:7]([CH2:12][CH2:13][N:14]2[CH2:18][CH2:17][CH2:16][C@H:15]2[CH3:19])[CH:6]=[CH:5]3)=[O:30])[CH:35]=[CH:36][CH:37]=1, predict the reactants needed to synthesize it. The reactants are: Br[C:2]1[CH:3]=[C:4]2[C:9](=[CH:10][CH:11]=1)[N:8]=[C:7]([CH2:12][CH2:13][N:14]1[CH2:18][CH2:17][CH2:16][C@H:15]1[CH3:19])[CH:6]=[CH:5]2.C([Li])CCC.[F:25][C:26]1[CH:27]=[C:28]([CH:35]=[CH:36][CH:37]=1)[C:29](N(OC)C)=[O:30]. (4) Given the product [CH3:14][O:13][C:10]1[CH:11]=[C:12]2[C:7](=[CH:8][C:9]=1[O:15][CH3:16])[N:6]=[CH:5][N:4]=[C:3]2[C:2]1[S:19][C:18]([NH:17][C:20]2[CH:21]=[CH:22][C:23]([O:24][CH2:25][CH2:26][N:27]3[CH2:28][CH2:29][CH2:30][CH2:31]3)=[CH:32][CH:33]=2)=[N:34][C:35]=1[NH2:36], predict the reactants needed to synthesize it. The reactants are: Br[CH2:2][C:3]1[C:12]2[C:7](=[CH:8][C:9]([O:15][CH3:16])=[C:10]([O:13][CH3:14])[CH:11]=2)[N:6]=[CH:5][N:4]=1.[N:17]([C:20]1[CH:33]=[CH:32][C:23]([O:24][CH2:25][CH2:26][N:27]2[CH2:31][CH2:30][CH2:29][CH2:28]2)=[CH:22][CH:21]=1)=[C:18]=[S:19].[N:34]#[C:35][NH2:36]. (5) Given the product [CH3:38][N:39]([CH3:40])[C:32]1[S:33][C:29]([C:2]2([OH:1])[CH2:3][CH2:4][CH:5]([N:8]3[CH2:9][CH:10]([NH:12][C:13]([CH2:15][NH:16][C:17](=[O:28])[C:18]4[CH:23]=[CH:22][CH:21]=[C:20]([C:24]([F:26])([F:27])[F:25])[CH:19]=4)=[O:14])[CH2:11]3)[CH2:6][CH2:7]2)=[CH:30][N:31]=1, predict the reactants needed to synthesize it. The reactants are: [OH:1][C:2]1([C:29]2[S:33][C:32](S(C)(=O)=O)=[N:31][CH:30]=2)[CH2:7][CH2:6][CH:5]([N:8]2[CH2:11][CH:10]([NH:12][C:13]([CH2:15][NH:16][C:17](=[O:28])[C:18]3[CH:23]=[CH:22][CH:21]=[C:20]([C:24]([F:27])([F:26])[F:25])[CH:19]=3)=[O:14])[CH2:9]2)[CH2:4][CH2:3]1.[CH3:38][NH:39][CH3:40]. (6) The reactants are: [CH2:1]([O:8][C:9]1[C:14]([C:15]2[CH:20]=[CH:19][C:18]([C:21]([F:24])([F:23])[F:22])=[CH:17][CH:16]=2)=[CH:13][C:12]([C@@H:25]2[CH2:27][C@H:26]2[NH:28][CH2:29][CH2:30]Cl)=[CH:11][CH:10]=1)[C:2]1[CH:7]=[CH:6][CH:5]=[CH:4][CH:3]=1.[NH:32]1[CH2:36][CH2:35][C@@H:34]([NH:37][C:38](=[O:44])[O:39][C:40]([CH3:43])([CH3:42])[CH3:41])[CH2:33]1. Given the product [CH2:1]([O:8][C:9]1[C:14]([C:15]2[CH:20]=[CH:19][C:18]([C:21]([F:24])([F:23])[F:22])=[CH:17][CH:16]=2)=[CH:13][C:12]([C@@H:25]2[CH2:27][C@H:26]2[NH:28][CH2:29][CH2:30][N:32]2[CH2:36][CH2:35][C@@H:34]([NH:37][C:38](=[O:44])[O:39][C:40]([CH3:42])([CH3:41])[CH3:43])[CH2:33]2)=[CH:11][CH:10]=1)[C:2]1[CH:7]=[CH:6][CH:5]=[CH:4][CH:3]=1, predict the reactants needed to synthesize it.